The task is: Predict which catalyst facilitates the given reaction.. This data is from Catalyst prediction with 721,799 reactions and 888 catalyst types from USPTO. (1) Reactant: Cl[C:2]1[C:11]([CH3:12])=[C:10]([Cl:13])[C:9]2[C:4](=[CH:5][C:6]([F:15])=[CH:7][C:8]=2[F:14])[N:3]=1.[N:16]1([C:21]2[CH:26]=[C:25](B3OC(C)(C)C(C)(C)O3)[CH:24]=[CH:23][N:22]=2)[CH2:20][CH2:19][CH2:18][CH2:17]1.C(=O)([O-])[O-].[K+].[K+]. Product: [Cl:13][C:10]1[C:9]2[C:4](=[CH:5][C:6]([F:15])=[CH:7][C:8]=2[F:14])[N:3]=[C:2]([C:25]2[CH:24]=[CH:23][N:22]=[C:21]([N:16]3[CH2:17][CH2:18][CH2:19][CH2:20]3)[CH:26]=2)[C:11]=1[CH3:12]. The catalyst class is: 11. (2) Reactant: Br[C:2]1[CH:7]=[C:6]([F:8])[C:5]([F:9])=[C:4]([N+:10]([O-])=O)[C:3]=1Br.C(N(CC)CC)C.[H][H].BrC1C(Br)=CC(F)=C(F)C=1N. Product: [F:9][C:5]1[C:6]([F:8])=[CH:7][CH:2]=[CH:3][C:4]=1[NH2:10]. The catalyst class is: 19. (3) Reactant: C([O:3][C:4](=O)[CH:5]([CH3:19])[C:6]([C:8]1[CH:13]=[CH:12][C:11]([O:14][CH:15]([CH3:17])[CH3:16])=[C:10]([CH3:18])[CH:9]=1)=O)C.[NH2:21][NH2:22]. Product: [OH:3][C:4]1[NH:22][N:21]=[C:6]([C:8]2[CH:13]=[CH:12][C:11]([O:14][CH:15]([CH3:17])[CH3:16])=[C:10]([CH3:18])[CH:9]=2)[C:5]=1[CH3:19]. The catalyst class is: 8. (4) Reactant: [CH2:1]([O:3][C:4]([C:6]1[C:7]([C:11]([F:14])([F:13])[F:12])=[N:8][NH:9][CH:10]=1)=[O:5])[CH3:2].[H-].[Na+].I[CH3:18]. Product: [CH2:1]([O:3][C:4]([C:6]1[C:7]([C:11]([F:13])([F:14])[F:12])=[N:8][N:9]([CH3:18])[CH:10]=1)=[O:5])[CH3:2]. The catalyst class is: 9.